Dataset: Reaction yield outcomes from USPTO patents with 853,638 reactions. Task: Predict the reaction yield, written as a fraction of the theoretical maximum amount of product (1.0 means a 100% yield; for example, 0.34 means a 34% yield). (1) The reactants are [OH:1][C:2]1[CH:3]=[C:4]2[C:9](=[CH:10][CH:11]=1)[CH:8]=[C:7]([C:12]#[C:13][CH2:14][CH2:15][NH:16][C:17](=[O:26])[O:18][CH2:19][C:20]1[CH:25]=[CH:24][CH:23]=[CH:22][CH:21]=1)[CH:6]=[CH:5]2.[O:27]1[CH2:29][CH:28]1[CH2:30][OH:31].C(N(CC)CC)C. The catalyst is CCO. The product is [OH:27][CH:28]([CH2:30][OH:31])[CH2:29][O:1][C:2]1[CH:3]=[C:4]2[C:9](=[CH:10][CH:11]=1)[CH:8]=[C:7]([C:12]#[C:13][CH2:14][CH2:15][NH:16][C:17](=[O:26])[O:18][CH2:19][C:20]1[CH:21]=[CH:22][CH:23]=[CH:24][CH:25]=1)[CH:6]=[CH:5]2. The yield is 0.420. (2) The reactants are [N+:1]([CH2:4][CH2:5][C:6]1([C:18]([O:20]CC)=O)[CH2:10][CH2:9][CH2:8][N:7]1[CH2:11][C:12]1[CH:17]=[CH:16][CH:15]=[CH:14][CH:13]=1)([O-])=O. The catalyst is [Ni].C(O)C. The product is [CH2:11]([N:7]1[CH2:8][CH2:9][CH2:10][C:6]21[C:18](=[O:20])[NH:1][CH2:4][CH2:5]2)[C:12]1[CH:17]=[CH:16][CH:15]=[CH:14][CH:13]=1. The yield is 0.931. (3) The product is [N:12]1([CH2:17][CH2:18][CH2:19][NH:20][C:21]([C:23]2[C:27]([CH:28]([CH3:30])[CH3:29])=[C:26]([CH:31]=[C:5]3[C:4]4[C:8](=[CH:9][CH:10]=[C:2]([Br:1])[CH:3]=4)[NH:7][C:6]3=[O:11])[NH:25][C:24]=2[CH:33]([CH3:35])[CH3:34])=[O:22])[CH2:16][CH2:15][CH2:14][CH2:13]1. The reactants are [Br:1][C:2]1[CH:3]=[C:4]2[C:8](=[CH:9][CH:10]=1)[NH:7][C:6](=[O:11])[CH2:5]2.[N:12]1([CH2:17][CH2:18][CH2:19][NH:20][C:21]([C:23]2[C:27]([CH:28]([CH3:30])[CH3:29])=[C:26]([CH:31]=O)[NH:25][C:24]=2[CH:33]([CH3:35])[CH3:34])=[O:22])[CH2:16][CH2:15][CH2:14][CH2:13]1. No catalyst specified. The yield is 0.150. (4) The reactants are [F:1][C:2]([F:9])([F:8])[C:3]1([CH2:6][OH:7])[CH2:5][CH2:4]1.[C:10]1([CH3:20])[CH:15]=[CH:14][C:13]([S:16](Cl)(=[O:18])=[O:17])=[CH:12][CH:11]=1. The catalyst is C(Cl)Cl.CN(C)C1C=CN=CC=1. The product is [CH3:20][C:10]1[CH:15]=[CH:14][C:13]([S:16]([O:7][CH2:6][C:3]2([C:2]([F:9])([F:8])[F:1])[CH2:5][CH2:4]2)(=[O:18])=[O:17])=[CH:12][CH:11]=1. The yield is 0.810. (5) The reactants are [C:1]([O:5][C:6](=[O:18])[CH2:7]/[N:8]=[CH:9]/[CH2:10][C:11]([CH2:16][CH3:17])([CH2:14][CH3:15])[CH2:12][CH3:13])([CH3:4])([CH3:3])[CH3:2].[Cl:19][C:20]1[C:21]([F:38])=[C:22](/[CH:26]=[C:27](/[C:30]2[CH:35]=[CH:34][C:33]([Cl:36])=[CH:32][C:31]=2[F:37])\[C:28]#[N:29])[CH:23]=[CH:24][CH:25]=1.C(N(CC)CC)C.C1CCN2C(=NCCC2)CC1. The catalyst is ClCCl.C(O)(C)(C)C. The product is [C:1]([O:5][C:6]([CH:7]1[CH:26]([C:22]2[CH:23]=[CH:24][CH:25]=[C:20]([Cl:19])[C:21]=2[F:38])[C:27]([C:30]2[CH:35]=[CH:34][C:33]([Cl:36])=[CH:32][C:31]=2[F:37])([C:28]#[N:29])[CH:9]([CH2:10][C:11]([CH2:12][CH3:13])([CH2:16][CH3:17])[CH2:14][CH3:15])[NH:8]1)=[O:18])([CH3:3])([CH3:2])[CH3:4]. The yield is 0.570. (6) The reactants are CN(C)C=O.CS([C:10]1[N:15]=[C:14]([CH3:16])[C:13]([C:17]([O:19][CH2:20][CH2:21][C:22]([CH3:26])=[C:23]([F:25])[F:24])=[O:18])=[CH:12][N:11]=1)(=O)=O.[CH2:27]([NH:31][CH3:32])[CH2:28][CH2:29][CH3:30]. The catalyst is O. The product is [CH2:27]([N:31]([C:10]1[N:15]=[C:14]([CH3:16])[C:13]([C:17]([O:19][CH2:20][CH2:21][C:22]([CH3:26])=[C:23]([F:25])[F:24])=[O:18])=[CH:12][N:11]=1)[CH3:32])[CH2:28][CH2:29][CH3:30]. The yield is 0.800. (7) The reactants are [F:1][C:2]([F:24])([C:10]([F:23])([F:22])[CH2:11][O:12][CH2:13][CH2:14][CH2:15][C:16]1[CH:21]=[CH:20][CH:19]=[CH:18][CH:17]=1)[CH2:3][CH2:4][C:5](OCC)=[O:6].FC(F)(CCC1C=CC=CC=1)CO. No catalyst specified. The product is [F:1][C:2]([F:24])([C:10]([F:22])([F:23])[CH2:11][O:12][CH2:13][CH2:14][CH2:15][C:16]1[CH:17]=[CH:18][CH:19]=[CH:20][CH:21]=1)[CH2:3][CH2:4][CH2:5][OH:6]. The yield is 0.820. (8) The catalyst is C1COCC1.C(OCC)(=O)C. The product is [F:21][C:22]1[CH:28]=[CH:27][C:25]([NH:26][C:4]([C:1]2([C:7]([OH:9])=[O:8])[CH2:3][CH2:2]2)=[O:5])=[CH:24][CH:23]=1. The yield is 0.652. The reactants are [C:1]1([C:7]([OH:9])=[O:8])([C:4](O)=[O:5])[CH2:3][CH2:2]1.C(N(CC)CC)C.S(Cl)(Cl)=O.[F:21][C:22]1[CH:28]=[CH:27][C:25]([NH2:26])=[CH:24][CH:23]=1.